From a dataset of Full USPTO retrosynthesis dataset with 1.9M reactions from patents (1976-2016). Predict the reactants needed to synthesize the given product. (1) The reactants are: [C:1]([N:8]([C:17]([O:19][C:20]([CH3:23])([CH3:22])[CH3:21])=[O:18])[C@H:9](C(O)=O)[CH2:10][CH2:11][CH2:12][NH2:13])([O:3][C:4]([CH3:7])([CH3:6])[CH3:5])=[O:2].C(N(CC)CC)C.Cl[C:32]([O:34]CC)=[O:33].[N:37]1[C:46]2[C:41](=[CH:42][CH:43]=[CH:44][CH:45]=2)[CH:40]=[C:39]([C:47]([NH2:49])=[O:48])[CH:38]=1.[C:50](N[C@@H](C(O)=O)CCC1C=CC=CC=1)(OC(C)(C)C)=[O:51].FC(F)(F)C(O)=O.C(=O)(O)[O-].[Na+]. Given the product [N:37]1[C:46]2[C:41](=[CH:42][CH:43]=[CH:44][CH:45]=2)[CH:40]=[C:39]([C:47]([NH2:49])=[O:48])[CH:38]=1.[C:1]([N:8]([C:17]([O:19][C:20]([CH3:23])([CH3:21])[CH3:22])=[O:18])[C@H:9]([C:50]([NH:49][C@@H:47]([C:32]([OH:34])=[O:33])[CH2:39][CH2:40][C:41]1[CH:42]=[CH:43][CH:44]=[CH:45][CH:46]=1)=[O:51])[CH2:10][CH2:11][CH2:12][NH2:13])([O:3][C:4]([CH3:5])([CH3:7])[CH3:6])=[O:2], predict the reactants needed to synthesize it. (2) Given the product [S:11]([C:15]1[CH:16]=[CH:17][C:18]([NH:21][N:22]=[CH:6][C:5]2[CH:8]=[CH:9][C:2]([Br:1])=[CH:3][CH:4]=2)=[CH:19][CH:20]=1)(=[O:14])(=[O:13])[NH2:12], predict the reactants needed to synthesize it. The reactants are: [Br:1][C:2]1[CH:9]=[CH:8][C:5]([CH:6]=O)=[CH:4][CH:3]=1.Cl.[S:11]([C:15]1[CH:20]=[CH:19][C:18]([NH:21][NH2:22])=[CH:17][CH:16]=1)(=[O:14])(=[O:13])[NH2:12]. (3) Given the product [CH3:1][O:2][CH2:3][CH2:4][N:5]1[C:9]([CH2:10][OH:11])=[CH:8][N:7]=[N:6]1, predict the reactants needed to synthesize it. The reactants are: [CH3:1][O:2][CH2:3][CH2:4][N:5]1[C:9]([C:10](OCC)=[O:11])=[CH:8][N:7]=[N:6]1.CCO. (4) Given the product [CH3:9][S:8][C:7]1[C:6]([O:10][C:11]2[CH:12]=[CH:13][CH:14]=[CH:15][CH:16]=2)=[CH:5][N:4]=[CH:3][C:2]=1[O:1][CH:18]([CH2:28][CH3:29])[C:19]([NH:21][C:22]([CH3:27])([CH3:26])[C:23]#[C:24][CH3:25])=[O:20], predict the reactants needed to synthesize it. The reactants are: [OH:1][C:2]1[CH:3]=[N:4][CH:5]=[C:6]([O:10][C:11]2[CH:16]=[CH:15][CH:14]=[CH:13][CH:12]=2)[C:7]=1[S:8][CH3:9].Br[CH:18]([CH2:28][CH3:29])[C:19]([NH:21][C:22]([CH3:27])([CH3:26])[C:23]#[C:24][CH3:25])=[O:20]. (5) Given the product [CH2:24]([O:31][C:32]([C:41]1[N:46]=[CH:45][C:44]([N:47]2[CH2:52][CH2:51][N:50]([C:53](=[O:56])[CH2:54][N:12]3[C:11](=[O:16])[C:10]([C:8]4[CH:7]=[CH:6][C:5]5[O:1][CH2:2][CH2:3][C:4]=5[CH:9]=4)([CH3:17])[NH:14][C:13]3=[O:15])[CH2:49][CH2:48]2)=[C:43]([CH2:57][CH2:58][CH3:59])[CH:42]=1)([C:33]([F:34])([F:35])[F:36])[C:37]([F:38])([F:40])[F:39])[C:25]1[CH:26]=[CH:27][CH:28]=[CH:29][CH:30]=1, predict the reactants needed to synthesize it. The reactants are: [O:1]1[C:5]2[CH:6]=[CH:7][C:8]([C:10]3([CH3:17])[NH:14][C:13](=[O:15])[NH:12][C:11]3=[O:16])=[CH:9][C:4]=2[CH2:3][CH2:2]1.C(=O)([O-])[O-].[K+].[K+].[CH2:24]([O:31][C:32]([C:41]1[N:46]=[CH:45][C:44]([N:47]2[CH2:52][CH2:51][N:50]([C:53](=[O:56])[CH2:54]Br)[CH2:49][CH2:48]2)=[C:43]([CH2:57][CH2:58][CH3:59])[CH:42]=1)([C:37]([F:40])([F:39])[F:38])[C:33]([F:36])([F:35])[F:34])[C:25]1[CH:30]=[CH:29][CH:28]=[CH:27][CH:26]=1.O.